This data is from Forward reaction prediction with 1.9M reactions from USPTO patents (1976-2016). The task is: Predict the product of the given reaction. The product is: [CH3:7][C:6]1[O:23][C:9]([CH3:8])=[CH:10][C:11]=1[CH:12]=[O:14]. Given the reactants CC(OI1(OC(C)=O)(OC(C)=O)[O:14][C:12](=O)[C:11]2[CH:10]=[CH:9][CH:8]=[CH:7][C:6]1=2)=O.[OH2:23], predict the reaction product.